Dataset: Reaction yield outcomes from USPTO patents with 853,638 reactions. Task: Predict the reaction yield, written as a fraction of the theoretical maximum amount of product (1.0 means a 100% yield; for example, 0.34 means a 34% yield). (1) The reactants are [Br:1][C:2]1[CH:7]=[CH:6][C:5]([CH:8](C(OC)=O)[C:9]([O:11]C)=[O:10])=[C:4]([N+:17]([O-:19])=[O:18])[CH:3]=1. The catalyst is Cl. The product is [Br:1][C:2]1[CH:7]=[CH:6][C:5]([CH2:8][C:9]([OH:11])=[O:10])=[C:4]([N+:17]([O-:19])=[O:18])[CH:3]=1. The yield is 0.890. (2) The reactants are [CH:1]1([O:7][C:8]2[CH:14]=[CH:13][C:11]([NH2:12])=[CH:10][CH:9]=2)[CH2:6][CH2:5][CH2:4][CH2:3][CH2:2]1.[CH2:15]([O:22][CH2:23][C@H:24]([NH:28]C(OC(C)(C)C)=O)[C:25](O)=[O:26])[C:16]1[CH:21]=[CH:20][CH:19]=[CH:18][CH:17]=1. No catalyst specified. The product is [NH2:28][C@@H:24]([CH2:23][O:22][CH2:15][C:16]1[CH:21]=[CH:20][CH:19]=[CH:18][CH:17]=1)[C:25]([NH:12][C:11]1[CH:10]=[CH:9][C:8]([O:7][CH:1]2[CH2:2][CH2:3][CH2:4][CH2:5][CH2:6]2)=[CH:14][CH:13]=1)=[O:26]. The yield is 0.500. (3) The yield is 0.810. No catalyst specified. The product is [ClH:1].[CH2:47]([N:25]([CH2:23][CH3:24])[CH2:26][CH2:27][NH:28][C:29]([C:31]1[C:44]2[NH:43][C:42]3[C:37](=[CH:38][CH:39]=[CH:40][CH:41]=3)[C:36](=[O:45])[C:35]=2[C:34]([I:46])=[CH:33][CH:32]=1)=[O:30])[CH3:48]. The reactants are [ClH:1].C(N(CC)CCNC(C1C=CC2C(=CC=C(I)C=2)C=1)=O)C.[CH2:23]([N:25]([CH2:47][CH3:48])[CH2:26][CH2:27][NH:28][C:29]([C:31]1[C:44]2[NH:43][C:42]3[C:37](=[CH:38][CH:39]=[CH:40][CH:41]=3)[C:36](=[O:45])[C:35]=2[C:34]([I:46])=[CH:33][CH:32]=1)=[O:30])[CH3:24].[K+].[Br-]. (4) The reactants are [Cl:1][C:2]1[CH:3]=[C:4]([CH:9]([C:22]([F:25])([F:24])[F:23])/[CH:10]=[CH:11]/[C:12]2[CH:20]=[CH:19][C:15]([C:16]([OH:18])=O)=[C:14]([CH3:21])[CH:13]=2)[CH:5]=[C:6]([Cl:8])[CH:7]=1.[F:26][C:27]([F:31])([F:30])[CH2:28][NH2:29].O.ON1C2C=CC=CC=2N=N1.Cl.CN(C)CCCN=C=NCC.CCN(C(C)C)C(C)C. The catalyst is CN(C=O)C.O. The product is [Cl:8][C:6]1[CH:5]=[C:4]([CH:9]([C:22]([F:25])([F:24])[F:23])/[CH:10]=[CH:11]/[C:12]2[CH:20]=[CH:19][C:15]([C:16]([NH:29][CH2:28][C:27]([F:31])([F:30])[F:26])=[O:18])=[C:14]([CH3:21])[CH:13]=2)[CH:3]=[C:2]([Cl:1])[CH:7]=1. The yield is 0.500. (5) The reactants are Cl[CH2:2][C:3]([NH:5][C:6]1[CH:11]=[CH:10][C:9]([O:12][CH2:13][CH2:14][CH3:15])=[CH:8][C:7]=1[N+:16]([O-:18])=[O:17])=[O:4].[NH:19]1[CH2:24][CH2:23][CH2:22][CH2:21][CH2:20]1. The yield is 1.00. The product is [N+:16]([C:7]1[CH:8]=[C:9]([O:12][CH2:13][CH2:14][CH3:15])[CH:10]=[CH:11][C:6]=1[NH:5][C:3](=[O:4])[CH2:2][CH:20]1[CH2:21][CH2:22][CH2:23][CH2:24][NH:19]1)([O-:18])=[O:17]. The catalyst is C1COCC1. (6) The reactants are [Cl:1][C:2]1[CH:3]=[C:4]([CH:8]=[CH:9][C:10]=1[O:11][CH:12]([CH3:14])[CH3:13])[C:5](O)=O.[NH:15]([C:17](=[S:19])[NH2:18])[NH2:16].P(Cl)(Cl)(Cl)=O.[OH-].[Na+]. The catalyst is O. The product is [Cl:1][C:2]1[CH:3]=[C:4]([C:5]2[S:19][C:17]([NH2:18])=[N:15][N:16]=2)[CH:8]=[CH:9][C:10]=1[O:11][CH:12]([CH3:14])[CH3:13]. The yield is 0.312.